Predict the product of the given reaction. From a dataset of Forward reaction prediction with 1.9M reactions from USPTO patents (1976-2016). (1) Given the reactants [F:1][C:2]1[C:3]([NH:37][C@H:38]2[CH2:43][CH2:42][CH2:41][C@@H:40]([NH:44][C:45](N3CCCC3)=[O:46])[CH2:39]2)=[N:4][C:5]([C:8]2[C:16]3[C:11](=[N:12][CH:13]=[C:14]([F:17])[CH:15]=3)[N:10](C(C3C=CC=CC=3)(C3C=CC=CC=3)C3C=CC=CC=3)[N:9]=2)=[N:6][CH:7]=1.C([SiH]([CH2:57][CH3:58])CC)C.F[C:60](F)(F)[C:61](O)=O.[C:66]([O-])(O)=O.[Na+], predict the reaction product. The product is: [F:1][C:2]1[C:3]([NH:37][C@H:38]2[CH2:43][CH2:42][CH2:41][C@@H:40]([NH:44][C:45]([CH:58]3[CH2:57][CH2:61][CH2:60][CH2:66]3)=[O:46])[CH2:39]2)=[N:4][C:5]([C:8]2[C:16]3[C:11](=[N:12][CH:13]=[C:14]([F:17])[CH:15]=3)[NH:10][N:9]=2)=[N:6][CH:7]=1. (2) Given the reactants [OH-].[K+].[Cl:3][C:4]1[C:5]([Cl:31])=[CH:6][C:7]2[C:8]3[CH2:23][CH2:22][N:21]([C:24]([O:26][C:27]([CH3:30])([CH3:29])[CH3:28])=[O:25])[CH2:20][CH2:19][C:9]=3[N:10]([CH2:13][C:14]([O:16]CC)=[O:15])[C:11]=2[CH:12]=1.Cl, predict the reaction product. The product is: [C:27]([O:26][C:24]([N:21]1[CH2:22][CH2:23][C:8]2[C:7]3[CH:6]=[C:5]([Cl:31])[C:4]([Cl:3])=[CH:12][C:11]=3[N:10]([CH2:13][C:14]([OH:16])=[O:15])[C:9]=2[CH2:19][CH2:20]1)=[O:25])([CH3:30])([CH3:28])[CH3:29]. (3) Given the reactants CN1CCOCC1.ClC(OCC(C)C)=O.Cl.[NH:17]([C:21]1[CH:22]=[C:23]([CH:27]=[CH:28][CH:29]=1)[C:24]([OH:26])=O)[C:18]([NH2:20])=[NH:19].[NH2:30][CH2:31][C:32]([NH:34][CH:35]([C:42]1[CH:47]=[CH:46][CH:45]=[CH:44][CH:43]=1)[CH2:36][C:37]([O:39][CH2:40][CH3:41])=[O:38])=[O:33], predict the reaction product. The product is: [NH:17]([C:21]1[CH:22]=[C:23]([CH:27]=[CH:28][CH:29]=1)[C:24]([NH:30][CH2:31][C:32]([NH:34][CH:35]([C:42]1[CH:43]=[CH:44][CH:45]=[CH:46][CH:47]=1)[CH2:36][C:37]([O:39][CH2:40][CH3:41])=[O:38])=[O:33])=[O:26])[C:18]([NH2:20])=[NH:19]. (4) Given the reactants COC1C=CC(C[N:8]2[C:12]3[N:13]=[CH:14][C:15]4[CH2:16][CH:17]([NH:21][C:22]([NH:24][C:25]5[CH:30]=[CH:29][CH:28]=[CH:27][CH:26]=5)=[O:23])[CH2:18][CH2:19][C:20]=4[C:11]=3[CH:10]=[N:9]2)=CC=1.FC(F)(F)C(O)=O, predict the reaction product. The product is: [C:25]1([NH:24][C:22]([NH:21][CH:17]2[CH2:16][C:15]3[CH:14]=[N:13][C:12]4[NH:8][N:9]=[CH:10][C:11]=4[C:20]=3[CH2:19][CH2:18]2)=[O:23])[CH:26]=[CH:27][CH:28]=[CH:29][CH:30]=1. (5) The product is: [Cl:1][C:2]1[C:7]([NH:8][C:9]2[C:18]3[C:13](=[CH:14][C:15]([O:27][CH2:41][C:42]([F:45])([F:44])[F:43])=[CH:16][C:17]=3[O:19][CH:20]3[CH2:25][CH2:24][N:23]([CH3:26])[CH2:22][CH2:21]3)[N:12]=[CH:11][N:10]=2)=[C:6]2[O:28][CH2:29][O:30][C:5]2=[CH:4][CH:3]=1. Given the reactants [Cl:1][C:2]1[C:7]([NH:8][C:9]2[C:18]3[C:13](=[CH:14][C:15]([OH:27])=[CH:16][C:17]=3[O:19][CH:20]3[CH2:25][CH2:24][N:23]([CH3:26])[CH2:22][CH2:21]3)[N:12]=[CH:11][N:10]=2)=[C:6]2[O:28][CH2:29][O:30][C:5]2=[CH:4][CH:3]=1.C1(C)C=CC(S(O[CH2:41][C:42]([F:45])([F:44])[F:43])(=O)=O)=CC=1.C(=O)([O-])[O-].[K+].[K+], predict the reaction product.